Dataset: Peptide-MHC class I binding affinity with 185,985 pairs from IEDB/IMGT. Task: Regression. Given a peptide amino acid sequence and an MHC pseudo amino acid sequence, predict their binding affinity value. This is MHC class I binding data. (1) The peptide sequence is FSFPQITLW. The MHC is HLA-A24:02 with pseudo-sequence HLA-A24:02. The binding affinity (normalized) is 0.129. (2) The peptide sequence is TLLVLGILLVVAGL. The MHC is HLA-A02:06 with pseudo-sequence HLA-A02:06. The binding affinity (normalized) is 0.388. (3) The peptide sequence is KLVDFRELNK. The MHC is HLA-A02:03 with pseudo-sequence HLA-A02:03. The binding affinity (normalized) is 0.0906. (4) The binding affinity (normalized) is 0. The MHC is HLA-B44:02 with pseudo-sequence HLA-B44:02. The peptide sequence is FPVKPQVPLR.